This data is from Forward reaction prediction with 1.9M reactions from USPTO patents (1976-2016). The task is: Predict the product of the given reaction. Given the reactants [CH2:1]([C:3]1[CH:8]=[CH:7][C:6]([C@H:9]2[CH2:14][C@@H:13]([C:15]([F:18])([F:17])[F:16])[N:12]3[N:19]=[CH:20][C:21]([C:22](O)=[O:23])=[C:11]3[NH:10]2)=[CH:5][CH:4]=1)[CH3:2].CN(C(ON1N=NC2C=CC=NC1=2)=[N+](C)C)C.F[P-](F)(F)(F)(F)F.C(N(CC)C(C)C)(C)C.[F:58][C:59]1[CH:64]=[CH:63][CH:62]=[CH:61][C:60]=1[CH2:65][NH2:66], predict the reaction product. The product is: [CH2:1]([C:3]1[CH:8]=[CH:7][C:6]([C@H:9]2[CH2:14][C@@H:13]([C:15]([F:18])([F:17])[F:16])[N:12]3[N:19]=[CH:20][C:21]([C:22]([NH:66][CH2:65][C:60]4[CH:61]=[CH:62][CH:63]=[CH:64][C:59]=4[F:58])=[O:23])=[C:11]3[NH:10]2)=[CH:5][CH:4]=1)[CH3:2].